This data is from Peptide-MHC class II binding affinity with 134,281 pairs from IEDB. The task is: Regression. Given a peptide amino acid sequence and an MHC pseudo amino acid sequence, predict their binding affinity value. This is MHC class II binding data. The peptide sequence is RFHLIKNTFGLLFYQ. The MHC is DRB5_0101 with pseudo-sequence DRB5_0101. The binding affinity (normalized) is 0.804.